The task is: Predict the reactants needed to synthesize the given product.. This data is from Full USPTO retrosynthesis dataset with 1.9M reactions from patents (1976-2016). (1) Given the product [C:4]([C:3]1[CH:12]=[C:13]([Br:16])[CH:14]=[CH:15][C:2]=1[NH2:1])(=[O:5])[C:6]1[CH:11]=[CH:10][CH:9]=[CH:8][CH:7]=1, predict the reactants needed to synthesize it. The reactants are: [NH2:1][C:2]1[CH:15]=[CH:14][CH:13]=[CH:12][C:3]=1[C:4]([C:6]1[CH:11]=[CH:10][CH:9]=[CH:8][CH:7]=1)=[O:5].[Br:16]N1C(=O)CCC1=O. (2) Given the product [C:1]([O:5][C:6]([NH:7][C:8](=[NH:9])[C:10]1[S:11][C:12]([S:32][CH3:33])=[C:13]([S:15]([C:18]2[CH:19]=[C:20]([C:24]3[C:29]([CH3:30])=[CH:28][CH:27]=[CH:26][C:25]=3[NH:31][C:36](=[O:37])[NH:67][CH2:66][CH2:65][CH2:64][CH2:63][CH2:62][P:57](=[O:61])([OH:56])[OH:58])[CH:21]=[CH:22][CH:23]=2)(=[O:17])=[O:16])[CH:14]=1)=[O:34])([CH3:4])([CH3:3])[CH3:2], predict the reactants needed to synthesize it. The reactants are: [C:1]([O:5][C:6](=[O:34])[NH:7][C:8]([C:10]1[S:11][C:12]([S:32][CH3:33])=[C:13]([S:15]([C:18]2[CH:19]=[C:20]([C:24]3[C:29]([CH3:30])=[CH:28][CH:27]=[CH:26][C:25]=3[NH2:31])[CH:21]=[CH:22][CH:23]=2)(=[O:17])=[O:16])[CH:14]=1)=[NH:9])([CH3:4])([CH3:3])[CH3:2].Cl[C:36](OC1C=CC([N+]([O-])=O)=CC=1)=[O:37].N1C=CC=CC=1.C([O:56][P:57]([CH2:62][CH2:63][CH2:64][CH2:65][CH2:66][NH2:67])(=[O:61])[O:58]CC)C.C(N(CC)CC)C. (3) Given the product [Cl:103][C:82]1[C:83]([C:85]2[C:93]3[C:88](=[CH:89][CH:90]=[CH:91][CH:92]=3)[N:87]([S:94]([C:97]3[CH:102]=[CH:101][CH:100]=[CH:99][CH:98]=3)(=[O:96])=[O:95])[CH:86]=2)=[N:84][C:79]([NH:58][C:59]2[CH:60]=[C:61]([NH:65][S:66]([C:69]3[CH:74]=[CH:73][C:72]([N+:75]([O-:77])=[O:76])=[CH:71][CH:70]=3)(=[O:67])=[O:68])[CH:62]=[CH:63][CH:64]=2)=[N:80][CH:81]=1, predict the reactants needed to synthesize it. The reactants are: CC1(C)C2C(=C(P(C3C=CC=CC=3)C3C=CC=CC=3)C=CC=2)OC2C(P(C3C=CC=CC=3)C3C=CC=CC=3)=CC=CC1=2.[O-]P([O-])([O-])=O.[K+].[K+].[K+].FC(F)(F)C(O)=O.[NH2:58][C:59]1[CH:60]=[C:61]([NH:65][S:66]([C:69]2[CH:74]=[CH:73][C:72]([N+:75]([O-:77])=[O:76])=[CH:71][CH:70]=2)(=[O:68])=[O:67])[CH:62]=[CH:63][CH:64]=1.Cl[C:79]1[N:84]=[C:83]([C:85]2[C:93]3[C:88](=[CH:89][CH:90]=[CH:91][CH:92]=3)[N:87]([S:94]([C:97]3[CH:102]=[CH:101][CH:100]=[CH:99][CH:98]=3)(=[O:96])=[O:95])[CH:86]=2)[C:82]([Cl:103])=[CH:81][N:80]=1.